Regression. Given a peptide amino acid sequence and an MHC pseudo amino acid sequence, predict their binding affinity value. This is MHC class II binding data. From a dataset of Peptide-MHC class II binding affinity with 134,281 pairs from IEDB. The peptide sequence is KDKWIELKESWGAIW. The MHC is HLA-DQA10101-DQB10501 with pseudo-sequence HLA-DQA10101-DQB10501. The binding affinity (normalized) is 0.188.